Predict the reactants needed to synthesize the given product. From a dataset of Full USPTO retrosynthesis dataset with 1.9M reactions from patents (1976-2016). (1) Given the product [S:33]1[C:37]2[CH:38]=[CH:39][CH:40]=[CH:41][C:36]=2[CH:35]=[C:34]1[C:42]([NH:44][C@H:45]([C:50]([NH:1][CH2:2][CH2:3][CH:4]1[CH2:9][CH2:8][CH2:7][CH2:6][N:5]1[C:10]([O:12][C:13]([CH3:16])([CH3:15])[CH3:14])=[O:11])=[O:51])[CH2:46][CH:47]([CH3:48])[CH3:49])=[O:43], predict the reactants needed to synthesize it. The reactants are: [NH2:1][CH2:2][CH2:3][CH:4]1[CH2:9][CH2:8][CH2:7][CH2:6][N:5]1[C:10]([O:12][C:13]([CH3:16])([CH3:15])[CH3:14])=[O:11].C(Cl)CCl.C1C=C2C(N(O)N=NC2=CC=1)=O.[S:33]1[C:37]2[CH:38]=[CH:39][CH:40]=[CH:41][C:36]=2[CH:35]=[C:34]1[C:42]([NH:44][C@H:45]([C:50](O)=[O:51])[CH2:46][CH:47]([CH3:49])[CH3:48])=[O:43].CN1CCOCC1. (2) Given the product [CH3:1][CH:2]([N:6]1[CH2:11][CH2:10][CH:9]([CH2:12][N:13]2[C:21]3[C:16](=[CH:17][CH:18]=[CH:19][CH:20]=3)[C:15]3([C:33]4[C:24](=[CH:25][C:26]5[O:31][CH2:30][CH2:29][O:28][C:27]=5[CH:32]=4)[O:23][CH2:22]3)[C:14]2=[O:34])[CH2:8][CH2:7]1)[CH3:4], predict the reactants needed to synthesize it. The reactants are: [CH3:1][C:2]([CH3:4])=O.Cl.[NH:6]1[CH2:11][CH2:10][CH:9]([CH2:12][N:13]2[C:21]3[C:16](=[CH:17][CH:18]=[CH:19][CH:20]=3)[C:15]3([C:33]4[C:24](=[CH:25][C:26]5[O:31][CH2:30][CH2:29][O:28][C:27]=5[CH:32]=4)[O:23][CH2:22]3)[C:14]2=[O:34])[CH2:8][CH2:7]1.C(N(CC)CC)C.C(O[BH-](OC(=O)C)OC(=O)C)(=O)C.[Na+]. (3) Given the product [NH2:7][C:16]1[S:17][C@:18]2([C:32]([NH:33][CH3:34])=[O:35])[C@H:20]([C@:21]([C:24]3[CH:29]=[C:28]([N+:42]([O-:44])=[O:43])[CH:27]=[C:26]([F:30])[C:25]=3[F:31])([CH3:23])[N:22]=1)[CH2:19]2, predict the reactants needed to synthesize it. The reactants are: C(OC(=O)[N:7]([C:16]1[S:17][C@:18]2([C:32](=[O:35])[NH:33][CH3:34])[C@H:20]([C@:21]([C:24]3[CH:29]=[CH:28][CH:27]=[C:26]([F:30])[C:25]=3[F:31])([CH3:23])[N:22]=1)[CH2:19]2)COCC[Si](C)(C)C)(C)(C)C.S(=O)(=O)(O)O.[N+:42]([O-])([O-:44])=[O:43].[Na+].O.[O-]P([O-])([O-])=O.[K+].[K+].[K+]. (4) The reactants are: C([O:8][C:9]1[CH:10]=[C:11]([N:17]2[CH:25]([CH:26]3[CH2:30][CH2:29][CH2:28][CH2:27]3)[CH:24]3[C:19]([C:20]4[CH:34]=[CH:33][C:32]([C:35]([OH:37])=[O:36])=[CH:31][C:21]=4[CH2:22][CH2:23]3)=[N:18]2)[CH:12]=[CH:13][C:14]=1[C:15]#[N:16])C1C=CC=CC=1.[C:38](OCC)(=O)C.O1CCCC1.[H][H]. Given the product [C:15]([C:14]1[CH:13]=[CH:12][C:11]([N:17]2[CH:25]([CH:26]3[CH2:30][CH2:29][CH2:28][CH2:27]3)[CH:24]3[C:19]([C:20]4[CH:34]=[CH:33][C:32]([C:35]([O:37][CH3:38])=[O:36])=[CH:31][C:21]=4[CH2:22][CH2:23]3)=[N:18]2)=[CH:10][C:9]=1[OH:8])#[N:16], predict the reactants needed to synthesize it. (5) The reactants are: Cl[C:2]1[C:7]2[CH:8]=[CH:9][O:10][C:6]=2[CH:5]=[CH:4][N:3]=1.CC(C)([O-])C.[Na+].C(=[NH:30])(C1C=CC=CC=1)C1C=CC=CC=1.NO. Given the product [O:10]1[C:6]2[CH:5]=[CH:4][N:3]=[C:2]([NH2:30])[C:7]=2[CH:8]=[CH:9]1, predict the reactants needed to synthesize it.